From a dataset of Peptide-MHC class II binding affinity with 134,281 pairs from IEDB. Regression. Given a peptide amino acid sequence and an MHC pseudo amino acid sequence, predict their binding affinity value. This is MHC class II binding data. (1) The peptide sequence is FRILSSISLALVNSM. The MHC is DRB1_0701 with pseudo-sequence DRB1_0701. The binding affinity (normalized) is 0.755. (2) The MHC is DRB1_0401 with pseudo-sequence DRB1_0401. The binding affinity (normalized) is 0.491. The peptide sequence is GGRSLTTLLRALGAQ.